From a dataset of CYP2D6 inhibition data for predicting drug metabolism from PubChem BioAssay. Regression/Classification. Given a drug SMILES string, predict its absorption, distribution, metabolism, or excretion properties. Task type varies by dataset: regression for continuous measurements (e.g., permeability, clearance, half-life) or binary classification for categorical outcomes (e.g., BBB penetration, CYP inhibition). Dataset: cyp2d6_veith. (1) The drug is Cc1cc(OCC(=O)OC(C)C)c2c3c(c(=O)oc2c1)CCCC3. The result is 0 (non-inhibitor). (2) The molecule is S=C(NCc1ccco1)N1CCN(C(c2ccccc2)c2ccccc2)CC1. The result is 1 (inhibitor). (3) The molecule is O=C(CC1c2ccccc2Oc2ccccc21)N1CCN(c2ccccn2)CC1. The result is 1 (inhibitor). (4) The compound is CC(=O)N1CCC2(CC1)CCN(c1ccccc1)CC2. The result is 0 (non-inhibitor). (5) The molecule is COc1ccc(Cl)cc1C(=O)N1CCN(c2ccccn2)CC1. The result is 0 (non-inhibitor). (6) The molecule is CCN(CC)CCNC(=O)/C(=C/c1ccc[nH]1)NC(=O)c1ccccc1. The result is 0 (non-inhibitor). (7) The molecule is COc1ccccc1CCn1c(=O)c(-c2cc(F)cc(F)c2)nc2cncnc21. The result is 0 (non-inhibitor).